From a dataset of Full USPTO retrosynthesis dataset with 1.9M reactions from patents (1976-2016). Predict the reactants needed to synthesize the given product. (1) The reactants are: [C:1](OC(=O)C)(=[O:3])[CH3:2].N1C=CC=CC=1.[CH2:14]([O:17][C:18]1[CH:24]=[C:23]([O:25][CH3:26])[CH:22]=[CH:21][C:19]=1[NH2:20])[CH:15]=[CH2:16].Cl. Given the product [CH2:14]([O:17][C:18]1[CH:24]=[C:23]([O:25][CH3:26])[CH:22]=[CH:21][C:19]=1[NH:20][C:1](=[O:3])[CH3:2])[CH:15]=[CH2:16], predict the reactants needed to synthesize it. (2) Given the product [Cl:1][C:2]1[CH:3]=[CH:4][C:5]([CH2:6][NH:7][C:8]([C:10]2[C:11](=[O:21])[C:12]3[CH:18]=[C:17]([CH2:19][OH:20])[S:16][C:13]=3[N:14]([CH3:24])[CH:15]=2)=[O:9])=[CH:22][CH:23]=1, predict the reactants needed to synthesize it. The reactants are: [Cl:1][C:2]1[CH:23]=[CH:22][C:5]([CH2:6][NH:7][C:8]([C:10]2[C:11]([OH:21])=[C:12]3[CH:18]=[C:17]([CH2:19][OH:20])[S:16][C:13]3=[N:14][CH:15]=2)=[O:9])=[CH:4][CH:3]=1.[C:24](=O)([O-])[O-].[K+].[K+].IC. (3) Given the product [CH:1]1([N:5]2[CH2:11][CH2:10][C:9]3=[CH:12][N:13]([CH2:18][C:19]4[CH:26]=[CH:25][C:22]([C:23]#[N:24])=[CH:21][CH:20]=4)[N:14]=[C:8]3[CH2:7][CH2:6]2)[CH2:2][CH2:3][CH2:4]1, predict the reactants needed to synthesize it. The reactants are: [CH:1]1([N:5]2[CH2:11][CH2:10][C:9]3=[CH:12][NH:13][N:14]=[C:8]3[CH2:7][CH2:6]2)[CH2:4][CH2:3][CH2:2]1.[H-].[Na+].Br[CH2:18][C:19]1[CH:26]=[CH:25][C:22]([C:23]#[N:24])=[CH:21][CH:20]=1. (4) Given the product [CH:18]1[C:28]2[CH:27]=[CH:26][C:25]3[CH:29]=[CH:30][CH:31]=[CH:32][C:24]=3[C:23](=[C:33]3[CH2:34][CH2:35][N:36]([C:1]([NH:13][CH2:14][C:15]([O:17][C:8]([CH3:11])([CH3:10])[CH3:9])=[O:16])=[O:39])[CH2:37][CH2:38]3)[C:22]=2[CH:21]=[CH:20][CH:19]=1, predict the reactants needed to synthesize it. The reactants are: [CH2:1](N(CC)CC)C.[C:8](Cl)([CH3:11])([CH3:10])[CH3:9].[NH2:13][CH2:14][C:15]([OH:17])=[O:16].[CH:18]1[C:28]2[CH:27]=[CH:26][C:25]3[CH:29]=[CH:30][CH:31]=[CH:32][C:24]=3[C:23](=[C:33]3[CH2:38][CH2:37][NH:36][CH2:35][CH2:34]3)[C:22]=2[CH:21]=[CH:20][CH:19]=1.[OH2:39]. (5) Given the product [CH3:37][C:30]([C:27]1[CH:26]=[CH:25][C:24]([O:23][CH2:11][CH2:10][CH2:9][C:8]2[C:4]([CH2:1][CH2:2][CH3:3])=[N:5][N:6]([C:13]3[CH:18]=[CH:17][C:16]([C:19]([F:22])([F:21])[F:20])=[CH:15][N:14]=3)[CH:7]=2)=[CH:29][CH:28]=1)([CH3:36])[C:31]([OH:33])=[O:32], predict the reactants needed to synthesize it. The reactants are: [CH2:1]([C:4]1[C:8]([CH:9](O)[CH2:10][CH3:11])=[CH:7][N:6]([C:13]2[CH:18]=[CH:17][C:16]([C:19]([F:22])([F:21])[F:20])=[CH:15][N:14]=2)[N:5]=1)[CH2:2][CH3:3].[OH:23][C:24]1[CH:29]=[CH:28][C:27]([C:30]([CH3:37])([CH3:36])[C:31]([O:33]CC)=[O:32])=[CH:26][CH:25]=1.C(P(CCCC)CCCC)CCC.N(C(N1CCCCC1)=O)=NC(N1CCCCC1)=O. (6) Given the product [C:19]([C:18]1[CH:21]=[CH:22][C:15]([CH:13]2[C:25]([C:26]([O:28][CH2:29][CH3:30])=[O:27])=[C:24]([CH3:31])[N:9]([C:4]3[CH:3]=[C:2]([Cl:1])[CH:7]=[C:6]([Cl:8])[CH:5]=3)[C:10](=[O:11])[NH:12]2)=[CH:16][CH:17]=1)#[N:20], predict the reactants needed to synthesize it. The reactants are: [Cl:1][C:2]1[CH:3]=[C:4]([NH:9][C:10]([NH2:12])=[O:11])[CH:5]=[C:6]([Cl:8])[CH:7]=1.[CH:13]([C:15]1[CH:22]=[CH:21][C:18]([C:19]#[N:20])=[CH:17][CH:16]=1)=O.O=[C:24]([CH3:31])[CH2:25][C:26]([O:28][CH2:29][CH3:30])=[O:27].CS(C)=O.